This data is from Reaction yield outcomes from USPTO patents with 853,638 reactions. The task is: Predict the reaction yield, written as a fraction of the theoretical maximum amount of product (1.0 means a 100% yield; for example, 0.34 means a 34% yield). (1) The reactants are Br[C:2]1[CH:3]=[N:4][CH:5]=[CH:6][CH:7]=1.CC(C)([O-])C.[Na+].C1COCC1.Cl.Cl.[NH2:21][CH2:22][CH2:23][NH:24][C@:25]12[CH2:60][CH2:59][C@@H:58]([C:61]([CH3:63])=[CH2:62])[C@@H:26]1[C@@H:27]1[C@@:40]([CH3:43])([CH2:41][CH2:42]2)[C@@:39]2([CH3:44])[C@@H:30]([C@:31]3([CH3:57])[C@@H:36]([CH2:37][CH2:38]2)[C:35]([CH3:46])([CH3:45])[C:34]([C:47]2[CH:56]=[CH:55][C:50]([C:51]([O:53]C)=[O:52])=[CH:49][CH:48]=2)=[CH:33][CH2:32]3)[CH2:29][CH2:28]1.O.[OH-].[Li+].C(O)(C(F)(F)F)=O. The catalyst is COCCOC.C([O-])(=O)C.[Pd+2].C([O-])(=O)C.CO.O. The product is [CH3:43][C@:40]12[C@@:39]3([CH3:44])[C@@H:30]([C@:31]4([CH3:57])[C@@H:36]([CH2:37][CH2:38]3)[C:35]([CH3:45])([CH3:46])[C:34]([C:47]3[CH:56]=[CH:55][C:50]([C:51]([OH:53])=[O:52])=[CH:49][CH:48]=3)=[CH:33][CH2:32]4)[CH2:29][CH2:28][C@@H:27]1[C@H:26]1[C@H:58]([C:61]([CH3:63])=[CH2:62])[CH2:59][CH2:60][C@:25]1([NH:24][CH2:23][CH2:22][NH:21][C:2]1[CH:3]=[N:4][CH:5]=[CH:6][CH:7]=1)[CH2:42][CH2:41]2. The yield is 0.575. (2) The reactants are [CH2:1]([N:3]([CH2:15][C:16]1[CH:21]=[CH:20][CH:19]=[CH:18][C:17]=1[F:22])[C:4](=[O:14])[CH2:5][O:6][C:7]1[CH:12]=[CH:11][C:10]([OH:13])=[CH:9][CH:8]=1)[CH3:2].Br[CH2:24][C:25]1[CH:34]=[CH:33][CH:32]=[CH:31][C:26]=1[C:27]([O:29][CH3:30])=[O:28].C(=O)([O-])[O-].[K+].[K+].CCOC(C)=O. The catalyst is C(#N)C. The product is [CH2:1]([N:3]([CH2:15][C:16]1[CH:21]=[CH:20][CH:19]=[CH:18][C:17]=1[F:22])[C:4](=[O:14])[CH2:5][O:6][C:7]1[CH:8]=[CH:9][C:10]([O:13][CH2:24][C:25]2[CH:34]=[CH:33][CH:32]=[CH:31][C:26]=2[C:27]([O:29][CH3:30])=[O:28])=[CH:11][CH:12]=1)[CH3:2]. The yield is 0.919. (3) The reactants are [NH2:1][C:2]1[CH:3]=[C:4]2[C:9](=[CH:10][CH:11]=1)[N:8]=[CH:7][C:6]([C:12]#[N:13])=[C:5]2[NH:14][C:15]1[CH:20]=[CH:19][C:18]([F:21])=[C:17]([Cl:22])[CH:16]=1.[N:23]1[CH:28]=[CH:27][CH:26]=[CH:25][C:24]=1[CH:29]1[CH2:33][CH2:32][CH2:31][C:30]1=O.[BH3-]C#N.[Na+]. The catalyst is CCO. The product is [Cl:22][C:17]1[CH:16]=[C:15]([NH:14][C:5]2[C:4]3[C:9](=[CH:10][CH:11]=[C:2]([NH:1][CH:30]4[CH2:31][CH2:32][CH2:33][CH:29]4[C:24]4[CH:25]=[CH:26][CH:27]=[CH:28][N:23]=4)[CH:3]=3)[N:8]=[CH:7][C:6]=2[C:12]#[N:13])[CH:20]=[CH:19][C:18]=1[F:21]. The yield is 0.0400. (4) The reactants are [C:1]1([CH2:7][C:8]([C:10]2[S:11][CH:12]=[CH:13][CH:14]=2)=O)[CH:6]=[CH:5][CH:4]=[CH:3][CH:2]=1.[CH2:15]([O:17][C:18]1[CH:19]=[C:20]([CH:23]=[C:24]([N+:27]([O-:29])=[O:28])[C:25]=1[OH:26])[CH:21]=O)[CH3:16].[NH2:30][C:31]([NH2:33])=[O:32].Cl. The catalyst is CCO.O. The product is [CH2:15]([O:17][C:18]1[CH:19]=[C:20]([CH:21]2[C:7]([C:1]3[CH:6]=[CH:5][CH:4]=[CH:3][CH:2]=3)=[C:8]([C:10]3[S:11][CH:12]=[CH:13][CH:14]=3)[NH:33][C:31](=[O:32])[NH:30]2)[CH:23]=[C:24]([N+:27]([O-:29])=[O:28])[C:25]=1[OH:26])[CH3:16]. The yield is 0.230. (5) The reactants are [CH3:1][O:2][C:3]([C:5]1[N:6]([CH3:21])[N:7]=[C:8]([NH:10]C(OCC2C=CC=CC=2)=O)[CH:9]=1)=[O:4]. The catalyst is [Pd].CO. The product is [CH3:1][O:2][C:3]([C:5]1[N:6]([CH3:21])[N:7]=[C:8]([NH2:10])[CH:9]=1)=[O:4]. The yield is 0.980. (6) The reactants are [CH3:1][CH:2]([C:9]([OH:11])=O)[C:3]1[CH:8]=[CH:7][CH:6]=[CH:5][CH:4]=1.Cl.CN(C)CCCN=C=NCC.[NH2:24][N:25]1[C:34](=[O:35])[C:33]2[C:28](=[CH:29][C:30]([F:36])=[CH:31][CH:32]=2)[N:27]=[C:26]1[CH2:37][CH3:38]. The catalyst is CN(C)C1C=CN=CC=1.C(Cl)Cl. The product is [CH2:37]([C:26]1[N:25]([NH:24][C:9](=[O:11])[CH:2]([C:3]2[CH:4]=[CH:5][CH:6]=[CH:7][CH:8]=2)[CH3:1])[C:34](=[O:35])[C:33]2[C:28](=[CH:29][C:30]([F:36])=[CH:31][CH:32]=2)[N:27]=1)[CH3:38]. The yield is 0.180.